From a dataset of NCI-60 drug combinations with 297,098 pairs across 59 cell lines. Regression. Given two drug SMILES strings and cell line genomic features, predict the synergy score measuring deviation from expected non-interaction effect. (1) Drug 1: C1=CC(=CC=C1CC(C(=O)O)N)N(CCCl)CCCl.Cl. Drug 2: CC=C1C(=O)NC(C(=O)OC2CC(=O)NC(C(=O)NC(CSSCCC=C2)C(=O)N1)C(C)C)C(C)C. Cell line: EKVX. Synergy scores: CSS=63.5, Synergy_ZIP=23.6, Synergy_Bliss=25.6, Synergy_Loewe=-10.4, Synergy_HSA=24.7. (2) Drug 2: C1C(C(OC1N2C=NC3=C(N=C(N=C32)Cl)N)CO)O. Synergy scores: CSS=33.7, Synergy_ZIP=-5.89, Synergy_Bliss=-2.66, Synergy_Loewe=-6.74, Synergy_HSA=0.456. Cell line: MDA-MB-231. Drug 1: C1=CC(=C2C(=C1NCCNCCO)C(=O)C3=C(C=CC(=C3C2=O)O)O)NCCNCCO. (3) Drug 1: C1=C(C(=O)NC(=O)N1)N(CCCl)CCCl. Drug 2: CC1=C2C(C(=O)C3(C(CC4C(C3C(C(C2(C)C)(CC1OC(=O)C(C(C5=CC=CC=C5)NC(=O)C6=CC=CC=C6)O)O)OC(=O)C7=CC=CC=C7)(CO4)OC(=O)C)O)C)OC(=O)C. Cell line: HL-60(TB). Synergy scores: CSS=72.8, Synergy_ZIP=-1.21, Synergy_Bliss=-3.84, Synergy_Loewe=-5.39, Synergy_HSA=-0.234. (4) Drug 1: C1=CC(=CC=C1C#N)C(C2=CC=C(C=C2)C#N)N3C=NC=N3. Drug 2: CC12CCC3C(C1CCC2O)C(CC4=C3C=CC(=C4)O)CCCCCCCCCS(=O)CCCC(C(F)(F)F)(F)F. Cell line: NCIH23. Synergy scores: CSS=-5.09, Synergy_ZIP=5.94, Synergy_Bliss=6.82, Synergy_Loewe=-2.60, Synergy_HSA=-1.65. (5) Drug 1: CNC(=O)C1=NC=CC(=C1)OC2=CC=C(C=C2)NC(=O)NC3=CC(=C(C=C3)Cl)C(F)(F)F. Cell line: SK-OV-3. Drug 2: C1CN(CCN1C(=O)CCBr)C(=O)CCBr. Synergy scores: CSS=2.74, Synergy_ZIP=-3.38, Synergy_Bliss=-6.85, Synergy_Loewe=-11.9, Synergy_HSA=-8.32. (6) Drug 1: CCC1(CC2CC(C3=C(CCN(C2)C1)C4=CC=CC=C4N3)(C5=C(C=C6C(=C5)C78CCN9C7C(C=CC9)(C(C(C8N6C)(C(=O)OC)O)OC(=O)C)CC)OC)C(=O)OC)O.OS(=O)(=O)O. Drug 2: CCN(CC)CCCC(C)NC1=C2C=C(C=CC2=NC3=C1C=CC(=C3)Cl)OC. Cell line: NCI-H322M. Synergy scores: CSS=13.0, Synergy_ZIP=-5.22, Synergy_Bliss=-2.79, Synergy_Loewe=-3.54, Synergy_HSA=-1.05. (7) Drug 1: CCC1(CC2CC(C3=C(CCN(C2)C1)C4=CC=CC=C4N3)(C5=C(C=C6C(=C5)C78CCN9C7C(C=CC9)(C(C(C8N6C)(C(=O)OC)O)OC(=O)C)CC)OC)C(=O)OC)O.OS(=O)(=O)O. Drug 2: N.N.Cl[Pt+2]Cl. Cell line: 786-0. Synergy scores: CSS=27.1, Synergy_ZIP=-0.525, Synergy_Bliss=1.07, Synergy_Loewe=-1.29, Synergy_HSA=-1.16.